From a dataset of Catalyst prediction with 721,799 reactions and 888 catalyst types from USPTO. Predict which catalyst facilitates the given reaction. (1) Reactant: Cl[CH:2]([O:5][C:6]1[CH:11]=[CH:10][C:9]([F:12])=[CH:8][CH:7]=1)[CH2:3][CH3:4].[NH2:13][C:14]1[C:29]([Cl:30])=[CH:28][C:17]([C:18]([O:20][CH2:21][CH:22]2[CH2:27][CH2:26][NH:25][CH2:24][CH2:23]2)=[O:19])=[C:16]([O:31][CH3:32])[CH:15]=1.C(N(CC)CC)C. Product: [NH2:13][C:14]1[C:29]([Cl:30])=[CH:28][C:17]([C:18]([O:20][CH2:21][CH:22]2[CH2:23][CH2:24][N:25]([CH2:4][CH2:3][CH2:2][O:5][C:6]3[CH:11]=[CH:10][C:9]([F:12])=[CH:8][CH:7]=3)[CH2:26][CH2:27]2)=[O:19])=[C:16]([O:31][CH3:32])[CH:15]=1. The catalyst class is: 3. (2) Reactant: [Cl:1][C:2]1[CH:3]=[C:4]([CH:10]=[C:11]([CH2:15][CH3:16])[C:12]=1[CH:13]=O)[C:5]([O:7][CH2:8][CH3:9])=[O:6].[CH3:17][N:18]([C@H:26]1[CH2:31][CH2:30][CH2:29][NH:28][CH2:27]1)[C:19](=[O:25])[O:20][C:21]([CH3:24])([CH3:23])[CH3:22]. Product: [Cl:1][C:2]1[CH:3]=[C:4]([CH:10]=[C:11]([CH2:15][CH3:16])[C:12]=1[CH2:13][N:28]1[CH2:29][CH2:30][CH2:31][C@H:26]([N:18]([CH3:17])[C:19]([O:20][C:21]([CH3:23])([CH3:22])[CH3:24])=[O:25])[CH2:27]1)[C:5]([O:7][CH2:8][CH3:9])=[O:6]. The catalyst class is: 22. (3) Product: [ClH:1].[Cl:1][C:2]1[CH:7]=[CH:6][C:5]([NH:8][CH2:9][CH2:10][NH:11][CH2:12][C:13]([OH:15])=[O:14])=[CH:4][C:3]=1[C:20](=[O:33])[NH:21][CH2:22][C:23]12[CH2:30][CH:29]3[CH2:31][CH:25]([CH2:26][CH:27]([CH2:28]3)[CH2:32]1)[CH2:24]2. Reactant: [Cl:1][C:2]1[CH:7]=[CH:6][C:5]([NH:8][CH2:9][CH2:10][NH:11][CH2:12][C:13]([O:15]C(C)(C)C)=[O:14])=[CH:4][C:3]=1[C:20](=[O:33])[NH:21][CH2:22][C:23]12[CH2:32][CH:27]3[CH2:28][CH:29]([CH2:31][CH:25]([CH2:26]3)[CH2:24]1)[CH2:30]2.Cl. The catalyst class is: 12. (4) Reactant: [Br-].[CH:2]1[C:11]2[C:6](=[CH:7][CH:8]=[CH:9][CH:10]=2)[CH:5]=[CH:4][C:3]=1[CH:12]([P+](C1C=CC=CC=1)(C1C=CC=CC=1)C1C=CC=CC=1)[CH3:13].[Li]CCCC.[CH:38]([C:41]1[CH:42]=[C:43]([CH:47]([CH3:51])[CH2:48][CH:49]=O)[CH:44]=[CH:45][CH:46]=1)([CH3:40])[CH3:39].O. Product: [CH:38]([C:41]1[CH:42]=[C:43]([CH:47]([CH3:51])[CH2:48][CH:49]=[C:12]([C:3]2[CH:4]=[CH:5][C:6]3[C:11](=[CH:10][CH:9]=[CH:8][CH:7]=3)[CH:2]=2)[CH3:13])[CH:44]=[CH:45][CH:46]=1)([CH3:40])[CH3:39]. The catalyst class is: 1. (5) Reactant: [C:1]([O:5][C:6](=[O:18])[NH:7][C@H:8]1[CH2:13][CH2:12][C@H:11]([NH:14][C:15]([NH2:17])=[S:16])[CH2:10][CH2:9]1)([CH3:4])([CH3:3])[CH3:2].[CH3:19]I. Product: [C:1]([O:5][C:6](=[O:18])[NH:7][C@H:8]1[CH2:13][CH2:12][C@H:11]([NH:14][C:15](=[NH:17])[S:16][CH3:19])[CH2:10][CH2:9]1)([CH3:4])([CH3:2])[CH3:3]. The catalyst class is: 5. (6) Reactant: [CH2:1]1[C:7]2[CH:8]=[C:9]([C:12]([OH:14])=[O:13])[CH:10]=[CH:11][C:6]=2[CH2:5][CH2:4][CH2:3][NH:2]1.[CH2:15](Br)[C:16]1[CH:21]=[CH:20][CH:19]=[CH:18][CH:17]=1.C(=O)([O-])[O-].[K+].[K+]. Product: [CH2:15]([N:2]1[CH2:3][CH2:4][CH2:5][C:6]2[CH:11]=[CH:10][C:9]([C:12]([OH:14])=[O:13])=[CH:8][C:7]=2[CH2:1]1)[C:16]1[CH:21]=[CH:20][CH:19]=[CH:18][CH:17]=1. The catalyst class is: 18. (7) Reactant: [N:1]12[CH2:8][CH2:7][CH:4]([CH2:5][CH2:6]1)[CH:3]([NH:9][C:10]([C:12]1[O:13][C:14]([C:17]3[CH:22]=[CH:21][C:20]([N+:23]([O-])=O)=[CH:19][CH:18]=3)=[CH:15][CH:16]=1)=[O:11])[CH2:2]2. Product: [N:1]12[CH2:6][CH2:5][CH:4]([CH2:7][CH2:8]1)[CH:3]([NH:9][C:10]([C:12]1[O:13][C:14]([C:17]3[CH:18]=[CH:19][C:20]([NH2:23])=[CH:21][CH:22]=3)=[CH:15][CH:16]=1)=[O:11])[CH2:2]2. The catalyst class is: 63.